Dataset: HIV replication inhibition screening data with 41,000+ compounds from the AIDS Antiviral Screen. Task: Binary Classification. Given a drug SMILES string, predict its activity (active/inactive) in a high-throughput screening assay against a specified biological target. (1) The compound is Cc1c(N)nc(C(CC(N)=O)NCC(N)C(N)=O)nc1C(=O)NC(C(=O)NC(C)C(O)C(C)C(=O)NC(C(=O)NCCc1nc(-c2nc(C(=O)NCCCNC(C)c3ccccc3)cs2)cs1)C(C)O)C(OC1OC(CO)C(O)C(O)C1OC1OC(CO)C(O)C(OC(N)=O)C1O)c1c[nH]cn1.O=S(=O)(O)O. The result is 0 (inactive). (2) The result is 0 (inactive). The molecule is c1cnc2c(c1)CCc1cc3cccnc3nc1-2. (3) The drug is COC=CCCCN(CC#N)Cc1ccccc1. The result is 0 (inactive). (4) The molecule is CC(=O)C1CCC(C)C2CCC3(C)OOC12C(OC=O)O3. The result is 0 (inactive).